Task: Regression. Given two drug SMILES strings and cell line genomic features, predict the synergy score measuring deviation from expected non-interaction effect.. Dataset: NCI-60 drug combinations with 297,098 pairs across 59 cell lines Drug 1: C1=CC(=C2C(=C1NCCNCCO)C(=O)C3=C(C=CC(=C3C2=O)O)O)NCCNCCO. Drug 2: C1C(C(OC1N2C=NC(=NC2=O)N)CO)O. Cell line: HCC-2998. Synergy scores: CSS=31.7, Synergy_ZIP=-3.56, Synergy_Bliss=-1.26, Synergy_Loewe=2.45, Synergy_HSA=3.90.